Dataset: Full USPTO retrosynthesis dataset with 1.9M reactions from patents (1976-2016). Task: Predict the reactants needed to synthesize the given product. (1) Given the product [CH3:49][N:48]([CH3:50])[C:43]1[CH:42]=[C:41]2[C:46](=[CH:45][C:44]=1[NH:47][C:3]1[NH:4][C:5]3=[N:21][CH:20]=[CH:19][C:6]3=[C:7]([NH:8][C:9]3[CH:10]=[CH:11][CH:12]=[C:13]([F:18])[C:14]=3[C:15]([NH2:52])=[O:17])[N:16]=1)[N:38]([C:36](=[O:37])[CH2:35][N:33]([CH3:32])[CH3:34])[CH2:39][CH2:40]2, predict the reactants needed to synthesize it. The reactants are: Cl.Cl[C:3]1[N:16]2[C:7](=[N:8][C:9]3[C:14]([C:15]2=[O:17])=[C:13]([F:18])[CH:12]=[CH:11][CH:10]=3)[C:6]2[CH:19]=[CH:20][N:21](S(C3C=CC(C)=CC=3)(=O)=O)[C:5]=2[N:4]=1.[CH3:32][N:33]([CH2:35][C:36]([N:38]1[C:46]2[C:41](=[CH:42][C:43]([N:48]([CH3:50])[CH3:49])=[C:44]([NH2:47])[CH:45]=2)[CH2:40][CH2:39]1)=[O:37])[CH3:34].[OH-].[NH4+:52]. (2) Given the product [CH2:28]([C:30]1[N:31]([C:2]2[N:3]=[C:4]([N:22]3[CH2:27][CH2:26][O:25][CH2:24][CH2:23]3)[C:5]3[N:10]=[C:9]([CH2:11][N:12]4[CH2:17][CH2:16][CH:15]([C:18]([OH:21])([CH3:20])[CH3:19])[CH2:14][CH2:13]4)[S:8][C:6]=3[N:7]=2)[C:32]2[CH:38]=[CH:37][CH:36]=[CH:35][C:33]=2[N:34]=1)[CH3:29], predict the reactants needed to synthesize it. The reactants are: Cl[C:2]1[N:3]=[C:4]([N:22]2[CH2:27][CH2:26][O:25][CH2:24][CH2:23]2)[C:5]2[N:10]=[C:9]([CH2:11][N:12]3[CH2:17][CH2:16][CH:15]([C:18]([OH:21])([CH3:20])[CH3:19])[CH2:14][CH2:13]3)[S:8][C:6]=2[N:7]=1.[CH2:28]([C:30]1[NH:34][C:33]2[CH:35]=[CH:36][CH:37]=[CH:38][C:32]=2[N:31]=1)[CH3:29].C(=O)([O-])[O-].[Cs+].[Cs+]. (3) Given the product [CH2:1]([C:3]1[N:7]=[C:6]([C:8]2[CH:13]=[CH:12][CH:11]=[C:10]([CH2:14][CH2:15][CH2:16][CH2:17][CH2:18][CH3:19])[CH:9]=2)[N:5]([CH3:20])[C:4]=1[C:21]([N:23]1[CH2:28][CH2:27][CH:26]([N:29]2[CH2:30][CH2:31][CH2:32][CH2:33]2)[CH2:25][CH2:24]1)=[O:22])[CH3:2], predict the reactants needed to synthesize it. The reactants are: [C:1]([C:3]1[N:7]=[C:6]([C:8]2[CH:13]=[CH:12][CH:11]=[C:10]([CH2:14][CH2:15][CH2:16][CH2:17][CH2:18][CH3:19])[CH:9]=2)[N:5]([CH3:20])[C:4]=1[C:21]([N:23]1[CH2:28][CH2:27][CH:26]([N:29]2[CH2:33][CH2:32][CH2:31][CH2:30]2)[CH2:25][CH2:24]1)=[O:22])#[CH:2]. (4) Given the product [F:27][C:2]([F:1])([F:26])[C:3]1[CH:4]=[CH:5][C:6]([O:9][C:10]2[CH:15]=[CH:14][C:13]([O:16][C:17]([N:19]3[CH2:20][CH2:21][CH:22]([CH2:42][O:40][C:37]4[CH:36]=[CH:35][C:34]([CH2:33][C:32]([O:31][CH2:28][CH:29]=[CH2:30])=[O:41])=[CH:39][CH:38]=4)[CH2:23][CH2:24]3)=[O:18])=[CH:12][CH:11]=2)=[N:7][CH:8]=1, predict the reactants needed to synthesize it. The reactants are: [F:1][C:2]([F:27])([F:26])[C:3]1[CH:4]=[CH:5][C:6]([O:9][C:10]2[CH:15]=[CH:14][C:13]([O:16][C:17]([N:19]3[CH2:24][CH2:23][CH:22](O)[CH2:21][CH2:20]3)=[O:18])=[CH:12][CH:11]=2)=[N:7][CH:8]=1.[CH2:28]([O:31][C:32](=[O:41])[CH2:33][C:34]1[CH:39]=[CH:38][C:37]([OH:40])=[CH:36][CH:35]=1)[CH:29]=[CH2:30].[C:42](OCC)(=O)C.CCCCCCC. (5) Given the product [NH2:32][CH2:8][C:9]1[CH:10]=[CH:11][C:12]([C:13]([NH:15][C:16]2[CH:21]=[CH:20][CH:19]=[CH:18][C:17]=2[NH2:22])=[O:14])=[CH:30][CH:31]=1, predict the reactants needed to synthesize it. The reactants are: C([CH:8]([NH2:32])[C:9]1[CH:31]=[CH:30][C:12]([C:13]([NH:15][C:16]2[CH:21]=[CH:20][CH:19]=[CH:18][C:17]=2[NH:22]C(=O)OC(C)(C)C)=[O:14])=[CH:11][CH:10]=1)(OC(C)(C)C)=O.C(Cl)Cl.C(O)(C(F)(F)F)=O.